Dataset: Reaction yield outcomes from USPTO patents with 853,638 reactions. Task: Predict the reaction yield, written as a fraction of the theoretical maximum amount of product (1.0 means a 100% yield; for example, 0.34 means a 34% yield). The reactants are [CH3:1][N:2]([CH3:19])[CH2:3][C:4]([NH:6][C:7]1[CH:12]=[CH:11][C:10]([C@@H:13]2[O:18][CH2:17][CH2:16][NH:15][CH2:14]2)=[CH:9][CH:8]=1)=[O:5].Cl[C:21]1[N:26]([CH3:27])[C:25](=[O:28])[CH:24]=[C:23]([C:29]2[CH:34]=[CH:33][N:32]=[CH:31][C:30]=2[F:35])[N:22]=1.C(N(CC)CC)C. The catalyst is O1CCCC1. The product is [CH3:1][N:2]([CH3:19])[CH2:3][C:4]([NH:6][C:7]1[CH:8]=[CH:9][C:10]([C@@H:13]2[O:18][CH2:17][CH2:16][N:15]([C:21]3[N:26]([CH3:27])[C:25](=[O:28])[CH:24]=[C:23]([C:29]4[CH:34]=[CH:33][N:32]=[CH:31][C:30]=4[F:35])[N:22]=3)[CH2:14]2)=[CH:11][CH:12]=1)=[O:5]. The yield is 0.500.